This data is from Reaction yield outcomes from USPTO patents with 853,638 reactions. The task is: Predict the reaction yield, written as a fraction of the theoretical maximum amount of product (1.0 means a 100% yield; for example, 0.34 means a 34% yield). (1) The reactants are [Cl:1][C:2]1[N:7]=[C:6]([C:8]2[S:12][C:11]([N:13]3[CH2:18][CH2:17][N:16](C(OC(C)(C)C)=O)[CH2:15][CH2:14]3)=[N:10][C:9]=2[C:26]2[CH:31]=[CH:30][CH:29]=[C:28]([NH:32][S:33]([C:36]3[C:41]([F:42])=[CH:40][CH:39]=[CH:38][C:37]=3[F:43])(=[O:35])=[O:34])[C:27]=2[F:44])[CH:5]=[CH:4][N:3]=1.C(O)(C(F)(F)F)=O. The catalyst is C(Cl)Cl. The product is [Cl:1][C:2]1[N:7]=[C:6]([C:8]2[S:12][C:11]([N:13]3[CH2:18][CH2:17][NH:16][CH2:15][CH2:14]3)=[N:10][C:9]=2[C:26]2[C:27]([F:44])=[C:28]([NH:32][S:33]([C:36]3[C:37]([F:43])=[CH:38][CH:39]=[CH:40][C:41]=3[F:42])(=[O:35])=[O:34])[CH:29]=[CH:30][CH:31]=2)[CH:5]=[CH:4][N:3]=1. The yield is 0.950. (2) The reactants are C1(P(C2CCCCC2)C2C=CC=CC=2C2C(OC)=CC=CC=2OC)CCCCC1.P([O-])([O-])([O-])=O.[K+].[K+].[K+].[CH3:38][O:39][C:40](=[O:50])[CH2:41][C:42]1[CH:47]=[CH:46][C:45](Cl)=[CH:44][C:43]=1[F:49].[CH2:51]([C:53]([C:75]1[CH:80]=[CH:79][C:78](B2OC(C)(C)C(C)(C)O2)=[C:77]([CH3:90])[CH:76]=1)([C:56]1[CH:61]=[CH:60][C:59]([C:62]#[C:63][C:64]2([O:69][Si:70]([CH3:73])([CH3:72])[CH3:71])[CH2:68][CH2:67][CH2:66][CH2:65]2)=[C:58]([CH3:74])[CH:57]=1)[CH2:54][CH3:55])[CH3:52]. The catalyst is O.C1(C)C=CC=CC=1.C([O-])(=O)C.[Pd+2].C([O-])(=O)C. The product is [CH3:38][O:39][C:40](=[O:50])[CH2:41][C:42]1[CH:47]=[CH:46][C:45]([C:78]2[CH:79]=[CH:80][C:75]([C:53]([CH2:54][CH3:55])([C:56]3[CH:61]=[CH:60][C:59]([C:62]#[C:63][C:64]4([O:69][Si:70]([CH3:72])([CH3:73])[CH3:71])[CH2:68][CH2:67][CH2:66][CH2:65]4)=[C:58]([CH3:74])[CH:57]=3)[CH2:51][CH3:52])=[CH:76][C:77]=2[CH3:90])=[CH:44][C:43]=1[F:49]. The yield is 0.810. (3) The reactants are [CH2:1]([O:8][CH:9]([CH3:14])[CH2:10][CH2:11][CH2:12][OH:13])[C:2]1[CH:7]=[CH:6][CH:5]=[CH:4][CH:3]=1.CC(C)=[O:17].OS(O)(=O)=O.O=[Cr](=O)=O.S([O-])([O-])=O.[Na+].[Na+]. The catalyst is CC(C)=O. The product is [CH2:1]([O:8][CH:9]([CH3:14])[CH2:10][CH2:11][C:12]([OH:17])=[O:13])[C:2]1[CH:7]=[CH:6][CH:5]=[CH:4][CH:3]=1. The yield is 0.630. (4) The reactants are [NH2:1][C:2]1[CH:7]=[C:6]([O:8][CH2:9][C:10]2[CH:15]=[CH:14][CH:13]=[C:12]([O:16][CH3:17])[CH:11]=2)[CH:5]=[CH:4][C:3]=1[S:18][C:19]1[CH:24]=[CH:23][C:22]([OH:25])=[CH:21][CH:20]=1.C([C:28]1[C:29]([N:34]=[CH:35][N:36]([CH3:38])C)=[N:30][CH:31]=[CH:32][CH:33]=1)#N.NC1C=C(OCC2C=CC=C(F)C=2)C=CC=1SC1C=CC(O)=CC=1. No catalyst specified. The product is [CH3:17][O:16][C:12]1[CH:11]=[C:10]([CH:15]=[CH:14][CH:13]=1)[CH2:9][O:8][C:6]1[CH:5]=[CH:4][C:3]([S:18][C:19]2[CH:20]=[CH:21][C:22]([OH:25])=[CH:23][CH:24]=2)=[C:2]([NH:1][C:38]2[C:28]3[CH:33]=[CH:32][CH:31]=[N:30][C:29]=3[N:34]=[CH:35][N:36]=2)[CH:7]=1. The yield is 0.450. (5) The reactants are Cl[C:2]1[N:6]2[CH:7]=[C:8]([F:11])[CH:9]=[CH:10][C:5]2=[N:4][N:3]=1.[CH2:12]1[CH2:18][O:17][CH2:16][CH2:15][NH:14][CH2:13]1. The catalyst is CN1C(=O)CCC1. The product is [F:11][C:8]1[CH:9]=[CH:10][C:5]2[N:6]([C:2]([N:14]3[CH2:13][CH2:12][CH2:18][O:17][CH2:16][CH2:15]3)=[N:3][N:4]=2)[CH:7]=1. The yield is 0.250.